From a dataset of Full USPTO retrosynthesis dataset with 1.9M reactions from patents (1976-2016). Predict the reactants needed to synthesize the given product. (1) Given the product [CH:1]([C:4]1[CH:5]=[CH:6][C:7]([NH:10][C:11]([C:13]2([OH:19])[CH2:18][CH2:17][N:16]([CH2:25][C:24]3[CH:27]=[CH:28][C:21]([F:20])=[CH:22][CH:23]=3)[CH2:15][CH2:14]2)=[O:12])=[CH:8][CH:9]=1)([CH3:3])[CH3:2], predict the reactants needed to synthesize it. The reactants are: [CH:1]([C:4]1[CH:9]=[CH:8][C:7]([NH:10][C:11]([C:13]2([OH:19])[CH2:18][CH2:17][NH:16][CH2:15][CH2:14]2)=[O:12])=[CH:6][CH:5]=1)([CH3:3])[CH3:2].[F:20][C:21]1[CH:28]=[CH:27][C:24]([CH2:25]Br)=[CH:23][CH:22]=1.CCN(CC)CC. (2) Given the product [CH2:27]([O:29][C:30](=[O:36])[CH2:31][C:32]1[N:14]=[C:9]2[C:8]([O:7][C@@H:6]3[S:15][CH2:16][C@@H:17]([O:23][C:24](=[O:26])[CH3:25])[C@H:18]([O:19][C:20](=[O:22])[CH3:21])[C@H:5]3[O:4][C:1](=[O:3])[CH3:2])=[CH:13][CH:12]=[CH:11][N:10]2[CH:33]=1)[CH3:28], predict the reactants needed to synthesize it. The reactants are: [C:1]([O:4][C@@H:5]1[C@@H:18]([O:19][C:20](=[O:22])[CH3:21])[C@H:17]([O:23][C:24](=[O:26])[CH3:25])[CH2:16][S:15][C@H:6]1[O:7][C:8]1[C:9]([NH2:14])=[N:10][CH:11]=[CH:12][CH:13]=1)(=[O:3])[CH3:2].[CH2:27]([O:29][C:30](=[O:36])[CH2:31][C:32](=O)[CH2:33]Cl)[CH3:28]. (3) Given the product [C:1]1([CH2:7][CH2:8][CH2:9][CH2:10][NH:11][C@@H:22]2[CH2:21][CH2:20][C@H:19]([C:16]3[CH:17]=[CH:18][C:13]([OH:12])=[CH:14][CH:15]=3)[CH2:24][CH2:23]2)[CH:6]=[CH:5][CH:4]=[CH:3][CH:2]=1, predict the reactants needed to synthesize it. The reactants are: [C:1]1([CH2:7][CH2:8][CH2:9][CH2:10][NH2:11])[CH:6]=[CH:5][CH:4]=[CH:3][CH:2]=1.[OH:12][C:13]1[CH:18]=[CH:17][C:16]([CH:19]2[CH2:24][CH2:23][C:22](=O)[CH2:21][CH2:20]2)=[CH:15][CH:14]=1.C(O[BH-](OC(=O)C)OC(=O)C)(=O)C.[Na+].[OH-].[Na+]. (4) Given the product [C:4]([C:17]1[CH:16]=[C:10]([C:11]([O:13][CH2:14][CH3:15])=[O:12])[C:9](=[CH:8][CH:7]=1)[C:18]([O:20][CH2:21][CH3:22])=[O:19])#[N:5], predict the reactants needed to synthesize it. The reactants are: [Cu]([C:4]#[N:5])C#N.Br[C:7]1[CH:8]=[C:9]([C:18]([O:20][CH2:21][CH3:22])=[O:19])[C:10](=[CH:16][CH:17]=1)[C:11]([O:13][CH2:14][CH3:15])=[O:12]. (5) Given the product [NH2:16][C:11]1[CH:12]=[N:13][CH:14]=[CH:15][C:10]=1[C@@H:6]1[CH2:7][C@H:8]([CH3:9])[C@@:3]([CH3:2])([OH:27])[C@H:4]([O:19][Si:20]([C:23]([CH3:24])([CH3:26])[CH3:25])([CH3:21])[CH3:22])[CH2:5]1.[NH2:16][C:11]1[CH:12]=[N:13][CH:14]=[CH:15][C:10]=1[C@H:6]1[CH2:7][C@@H:8]([CH3:9])[C@:3]([CH3:2])([OH:27])[C@@H:4]([O:19][Si:20]([C:23]([CH3:24])([CH3:26])[CH3:25])([CH3:21])[CH3:22])[CH2:5]1, predict the reactants needed to synthesize it. The reactants are: Br[CH2:2][C@@:3]1([OH:27])[C@@H:8]([CH3:9])[CH2:7][C:6]([C:10]2[CH:15]=[CH:14][N:13]=[CH:12][C:11]=2[N+:16]([O-])=O)=[CH:5][C@H:4]1[O:19][Si:20]([C:23]([CH3:26])([CH3:25])[CH3:24])([CH3:22])[CH3:21].[H][H].CCCCCCC.CC(O)C. (6) Given the product [Br:1][CH2:34][CH:33]=[CH:32][C:31]#[C:30][Si:29]([CH3:37])([CH3:36])[CH3:28], predict the reactants needed to synthesize it. The reactants are: [Br:1]N1C(=O)CCC1=O.C1(P(C2C=CC=CC=2)C2C=CC=CC=2)C=CC=CC=1.[CH3:28][Si:29]([CH3:37])([CH3:36])[C:30]#[C:31]/[CH:32]=[CH:33]/[CH2:34]O. (7) Given the product [CH2:36]([C:29]1[CH:30]=[C:31]([OH:35])[C:32]([F:34])=[CH:33][C:28]=1[C:24]1[CH:23]=[C:22]2[C:27]([C:19]([C:17]3[NH:16][C:13]4[CH2:14][CH2:15][N:10]([C:8]([C:5]5[N:6]=[CH:7][C:2]([N:48]6[CH2:49][CH2:50][NH:45][C@@H:46]([CH3:51])[CH2:47]6)=[N:3][CH:4]=5)=[O:9])[CH2:11][C:12]=4[N:18]=3)=[N:20][NH:21]2)=[CH:26][CH:25]=1)[CH3:37], predict the reactants needed to synthesize it. The reactants are: Cl[C:2]1[N:3]=[CH:4][C:5]([C:8]([N:10]2[CH2:15][CH2:14][C:13]3[NH:16][C:17]([C:19]4[C:27]5[C:22](=[CH:23][C:24]([C:28]6[CH:33]=[C:32]([F:34])[C:31]([OH:35])=[CH:30][C:29]=6[CH2:36][CH3:37])=[CH:25][CH:26]=5)[NH:21][N:20]=4)=[N:18][C:12]=3[CH2:11]2)=[O:9])=[N:6][CH:7]=1.C(OC([N:45]1[CH2:50][CH2:49][NH:48][CH2:47][C@@H:46]1[CH3:51])=O)(C)(C)C.